Predict the reaction yield, written as a fraction of the theoretical maximum amount of product (1.0 means a 100% yield; for example, 0.34 means a 34% yield). From a dataset of Reaction yield outcomes from USPTO patents with 853,638 reactions. (1) The reactants are [CH3:1][Si:2]([N-:5][Si:6]([CH3:9])([CH3:8])[CH3:7])([CH3:4])[CH3:3].[Li+].C1COCC1.C1CCCCC1.[Cl:22][C:23]1[C:27](Cl)=[N:26][S:25][N:24]=1.O. The catalyst is C(OCC)C. The product is [Cl:22][C:23](=[N:24][S:25][N:5]([Si:6]([CH3:9])([CH3:8])[CH3:7])[Si:2]([CH3:4])([CH3:3])[CH3:1])[C:27]#[N:26]. The yield is 0.730. (2) The product is [C:56]([O:55][CH2:54][C@@H:38]1[C@@H:39]([O:50][C:51](=[O:53])[CH3:52])[C@H:40]([O:46][C:47](=[O:49])[CH3:48])[C@H:41]([O:42][C:43](=[O:45])[CH3:44])[C@@H:36]([CH2:35][CH2:34][CH2:33][C:30]2[CH:29]=[CH:28][C:27]([CH2:26][CH2:25][CH2:24][C@@H:8]3[C@@H:9]([O:20][C:21](=[O:23])[CH3:22])[C@@H:10]([O:16][C:17](=[O:19])[CH3:18])[C@H:11]([O:12][C:13](=[O:15])[CH3:14])[C@@H:6]([CH2:5][O:4][C:1](=[O:3])[CH3:2])[O:7]3)=[CH:32][CH:31]=2)[O:37]1)(=[O:58])[CH3:57]. The reactants are [C:1]([O:4][CH2:5][C@@H:6]1[C@@H:11]([O:12][C:13](=[O:15])[CH3:14])[C@H:10]([O:16][C:17](=[O:19])[CH3:18])[C@H:9]([O:20][C:21](=[O:23])[CH3:22])[C@@H:8]([CH2:24]/[CH:25]=[CH:26]/[C:27]2[CH:32]=[CH:31][C:30](/[CH:33]=[CH:34]/[CH2:35][C@@H:36]3[C@@H:41]([O:42][C:43](=[O:45])[CH3:44])[C@@H:40]([O:46][C:47](=[O:49])[CH3:48])[C@H:39]([O:50][C:51](=[O:53])[CH3:52])[C@@H:38]([CH2:54][O:55][C:56](=[O:58])[CH3:57])[O:37]3)=[CH:29][CH:28]=2)[O:7]1)(=[O:3])[CH3:2]. The yield is 0.448. The catalyst is CO.CC(O)=O.[OH-].[OH-].[Pd+2]. (3) The reactants are C([N:8]1[CH2:13][CH2:12][C:11](=[CH:14][CH2:15][CH2:16][CH3:17])[CH2:10][CH2:9]1)C1C=CC=CC=1.Cl.CCCCCCC.CCOC(C)=O. The catalyst is [Pd].C(O)C. The product is [CH2:14]([CH:11]1[CH2:12][CH2:13][NH:8][CH2:9][CH2:10]1)[CH2:15][CH2:16][CH3:17]. The yield is 0.330. (4) The reactants are [CH3:1][O:2][C:3]([NH:5][C@H:6]([C:11]([OH:13])=O)[C:7]([CH3:10])([CH3:9])[CH3:8])=[O:4].CCN=C=NCCCN(C)C.C1C=CC2N(O)N=NC=2C=1.CN1CCOCC1.[Br:42][C:43]1[CH:51]=[CH:50][C:46]([CH2:47][NH:48][NH2:49])=[CH:45][CH:44]=1. The catalyst is CCOC(C)=O. The product is [CH3:1][O:2][C:3](=[O:4])[NH:5][C@H:6]([C:11]([NH:49][NH:48][CH2:47][C:46]1[CH:50]=[CH:51][C:43]([Br:42])=[CH:44][CH:45]=1)=[O:13])[C:7]([CH3:10])([CH3:9])[CH3:8]. The yield is 0.540.